From a dataset of Catalyst prediction with 721,799 reactions and 888 catalyst types from USPTO. Predict which catalyst facilitates the given reaction. Reactant: Br[C:2]1[CH:7]=[CH:6][C:5]([C:8]2([CH2:14][NH:15][CH:16]=[O:17])[CH2:13][CH2:12][CH2:11][CH2:10][CH2:9]2)=[CH:4][CH:3]=1.[C:18]1(B(O)O)[CH:23]=[CH:22][CH:21]=[CH:20][CH:19]=1. Product: [C:2]1([C:18]2[CH:23]=[CH:22][CH:21]=[CH:20][CH:19]=2)[CH:7]=[CH:6][C:5]([C:8]2([CH2:14][NH:15][CH:16]=[O:17])[CH2:13][CH2:12][CH2:11][CH2:10][CH2:9]2)=[CH:4][CH:3]=1. The catalyst class is: 235.